From a dataset of Full USPTO retrosynthesis dataset with 1.9M reactions from patents (1976-2016). Predict the reactants needed to synthesize the given product. (1) Given the product [CH2:1]([O:8][C:9]([N:11]1[CH2:16][CH2:15][N:14]([C:55](=[S:56])[NH2:54])[CH2:13][C@@H:12]1[C:17](=[O:29])[NH:18][CH2:19][C:20]1[CH:25]=[CH:24][C:23]([CH2:26][CH2:27][CH3:28])=[CH:22][CH:21]=1)=[O:10])[C:2]1[CH:7]=[CH:6][CH:5]=[CH:4][CH:3]=1, predict the reactants needed to synthesize it. The reactants are: [CH2:1]([O:8][C:9]([N:11]1[CH2:16][CH2:15][NH:14][CH2:13][C@@H:12]1[C:17](=[O:29])[NH:18][CH2:19][C:20]1[CH:25]=[CH:24][C:23]([CH2:26][CH2:27][CH3:28])=[CH:22][CH:21]=1)=[O:10])[C:2]1[CH:7]=[CH:6][CH:5]=[CH:4][CH:3]=1.C(N(CC)CC)C.C1C2C(COC([N:54]=[C:55]=[S:56])=O)C3C(=CC=CC=3)C=2C=CC=1.N1CCCCC1. (2) Given the product [N+:1]([C:4]1[CH:9]=[CH:8][C:7]([N:10]2[C:18]3[C:13](=[C:14]([O:19][C:20](=[O:22])[CH3:21])[CH:15]=[CH:16][CH:17]=3)[CH:12]=[CH:11]2)=[CH:6][CH:5]=1)([O-:3])=[O:2], predict the reactants needed to synthesize it. The reactants are: [N+:1]([C:4]1[CH:9]=[CH:8][C:7]([N:10]2[C:18]3[CH:17]=[CH:16][CH:15]=[C:14]([OH:19])[C:13]=3[CH:12]=[CH:11]2)=[CH:6][CH:5]=1)([O-:3])=[O:2].[C:20](OC(=O)C)(=[O:22])[CH3:21].C(N(CC)CC)C.